This data is from Reaction yield outcomes from USPTO patents with 853,638 reactions. The task is: Predict the reaction yield, written as a fraction of the theoretical maximum amount of product (1.0 means a 100% yield; for example, 0.34 means a 34% yield). The reactants are [F:1][CH:2]([F:26])[O:3][C:4]1[N:9]=[CH:8][C:7]([C@@H:10]([NH:19][CH2:20][CH:21]([O:24][CH3:25])[O:22][CH3:23])[CH2:11][C:12]([O:14][C:15]([CH3:18])([CH3:17])[CH3:16])=[O:13])=[CH:6][CH:5]=1.ClC(Cl)(O[C:31](=[O:37])OC(Cl)(Cl)Cl)Cl.CCN(CC)CC.[N:46]1[C:55]2[NH:54][CH2:53][CH2:52][CH2:51][C:50]=2[CH:49]=[CH:48][C:47]=1[CH2:56][CH2:57][CH2:58][NH2:59]. The catalyst is C(Cl)Cl.ClCCCl. The product is [F:26][CH:2]([F:1])[O:3][C:4]1[N:9]=[CH:8][C:7]([C@@H:10]([N:19]([CH2:20][CH:21]([O:24][CH3:25])[O:22][CH3:23])[C:31]([NH:59][CH2:58][CH2:57][CH2:56][C:47]2[CH:48]=[CH:49][C:50]3[CH2:51][CH2:52][CH2:53][NH:54][C:55]=3[N:46]=2)=[O:37])[CH2:11][C:12]([O:14][C:15]([CH3:18])([CH3:17])[CH3:16])=[O:13])=[CH:6][CH:5]=1. The yield is 0.670.